Dataset: Reaction yield outcomes from USPTO patents with 853,638 reactions. Task: Predict the reaction yield, written as a fraction of the theoretical maximum amount of product (1.0 means a 100% yield; for example, 0.34 means a 34% yield). The reactants are C([O:8][C:9]1[CH:18]=[CH:17][C:16]2[C:11](=[CH:12][CH:13]=[CH:14][CH:15]=2)[C:10]=1[C:19]1[N:20]=[C:21]([NH:24][C:25](=[O:27])[CH3:26])[NH:22][CH:23]=1)C1C=CC=CC=1.[H][H]. The catalyst is C(O)C.[Pd]. The product is [OH:8][C:9]1[CH:18]=[CH:17][C:16]2[C:11](=[CH:12][CH:13]=[CH:14][CH:15]=2)[C:10]=1[C:19]1[N:20]=[C:21]([NH:24][C:25](=[O:27])[CH3:26])[NH:22][CH:23]=1. The yield is 0.440.